The task is: Regression. Given two drug SMILES strings and cell line genomic features, predict the synergy score measuring deviation from expected non-interaction effect.. This data is from Merck oncology drug combination screen with 23,052 pairs across 39 cell lines. Drug 1: Nc1ccn(C2OC(CO)C(O)C2(F)F)c(=O)n1. Drug 2: CNC(=O)c1cc(Oc2ccc(NC(=O)Nc3ccc(Cl)c(C(F)(F)F)c3)cc2)ccn1. Cell line: RKO. Synergy scores: synergy=-14.6.